Dataset: Reaction yield outcomes from USPTO patents with 853,638 reactions. Task: Predict the reaction yield, written as a fraction of the theoretical maximum amount of product (1.0 means a 100% yield; for example, 0.34 means a 34% yield). (1) The reactants are Br[C:2]1[CH:7]=[C:6]([F:8])[CH:5]=[CH:4][C:3]=1[S:9]([CH3:12])(=[O:11])=[O:10].B1(B2OC(C)(C)C(C)(C)O2)OC(C)(C)C(C)(C)O1.C([O-])(=O)C.[K+].Cl[C:37]1[N:42]=[C:41]([N:43]2[CH2:48][CH2:47][O:46][CH2:45][C@@H:44]2[CH3:49])[N:40]=[C:39]([C:50]2[CH:55]=[CH:54][C:53]([NH:56][C:57]([NH:59][CH2:60][CH3:61])=[O:58])=[CH:52][CH:51]=2)[CH:38]=1.C(=O)([O-])[O-].[Na+].[Na+]. The yield is 0.340. The product is [CH2:60]([NH:59][C:57]([NH:56][C:53]1[CH:54]=[CH:55][C:50]([C:39]2[CH:38]=[C:37]([C:2]3[CH:7]=[C:6]([F:8])[CH:5]=[CH:4][C:3]=3[S:9]([CH3:12])(=[O:11])=[O:10])[N:42]=[C:41]([N:43]3[CH2:48][CH2:47][O:46][CH2:45][C@@H:44]3[CH3:49])[N:40]=2)=[CH:51][CH:52]=1)=[O:58])[CH3:61]. The catalyst is O1CCOCC1.CCO. (2) The product is [NH2:65][C:62]1[N:63]=[CH:64][C:59]([C:40]2[N:39]=[C:38]3[C:43]([N:44]=[C:45]([N:46]4[CH2:51][CH2:50][N:49]([C:66](=[O:70])[C@H:67]([OH:68])[CH3:69])[C@H:48]([CH3:52])[CH2:47]4)[N:37]3[CH2:36][CH:33]3[CH2:35][CH2:34]3)=[C:42]([N:53]3[CH2:58][CH2:57][O:56][CH2:55][CH2:54]3)[N:41]=2)=[CH:60][N:61]=1. The reactants are ON1C2C=CC=CC=2N=N1.C1(N=C=NC2CCCCC2)CCCCC1.C(N(CC)CC)C.[CH:33]1([CH2:36][N:37]2[C:45]([N:46]3[CH2:51][CH2:50][NH:49][C@H:48]([CH3:52])[CH2:47]3)=[N:44][C:43]3[C:38]2=[N:39][C:40]([C:59]2[CH:60]=[N:61][C:62]([NH2:65])=[N:63][CH:64]=2)=[N:41][C:42]=3[N:53]2[CH2:58][CH2:57][O:56][CH2:55][CH2:54]2)[CH2:35][CH2:34]1.[C:66](O)(=[O:70])[C@@H:67]([CH3:69])[OH:68]. The yield is 0.760. The catalyst is C(Cl)Cl.CO.C(Cl)Cl.CN(C)C=O.